This data is from Reaction yield outcomes from USPTO patents with 853,638 reactions. The task is: Predict the reaction yield, written as a fraction of the theoretical maximum amount of product (1.0 means a 100% yield; for example, 0.34 means a 34% yield). (1) The product is [CH3:19][O:20][C:21]1[C:22](=[O:45])[C:23]([CH3:44])=[C:24]([CH2:30][C:31]2[C:32]([O:40][C:41](=[O:43])[CH3:42])=[C:33]([CH:37]=[CH:38][CH:39]=2)[C:34]([N:1]2[CH2:6][CH2:5][CH2:4][CH2:3][CH2:2]2)=[O:35])[C:25](=[O:29])[C:26]=1[O:27][CH3:28]. The catalyst is C(Cl)Cl. The reactants are [NH:1]1[CH2:6][CH2:5][CH2:4][CH2:3][CH2:2]1.Cl.C(N=C=NCCCN(C)C)C.[CH3:19][O:20][C:21]1[C:22](=[O:45])[C:23]([CH3:44])=[C:24]([CH2:30][C:31]2[C:32]([O:40][C:41](=[O:43])[CH3:42])=[C:33]([CH:37]=[CH:38][CH:39]=2)[C:34](O)=[O:35])[C:25](=[O:29])[C:26]=1[O:27][CH3:28]. The yield is 0.440. (2) The reactants are [Br:1][C:2]1[CH:10]=[C:9](/[CH:11]=[CH:12]/[CH:13]([C:18]2[CH:23]=[C:22]([Cl:24])[C:21]([F:25])=[C:20]([Cl:26])[CH:19]=2)[C:14]([F:17])([F:16])[F:15])[CH:8]=[CH:7][C:3]=1[C:4](O)=[O:5].[NH2:27][CH2:28][C:29]([NH:31][CH2:32][C:33]([F:36])([F:35])[F:34])=[O:30].F[P-](F)(F)(F)(F)F.N1(O[P+](N2CCCC2)(N2CCCC2)N2CCCC2)C2C=CC=CC=2N=N1.CCN(C(C)C)C(C)C. The catalyst is C(Cl)Cl.O. The product is [Br:1][C:2]1[CH:10]=[C:9](/[CH:11]=[CH:12]/[CH:13]([C:18]2[CH:19]=[C:20]([Cl:26])[C:21]([F:25])=[C:22]([Cl:24])[CH:23]=2)[C:14]([F:17])([F:16])[F:15])[CH:8]=[CH:7][C:3]=1[C:4]([NH:27][CH2:28][C:29](=[O:30])[NH:31][CH2:32][C:33]([F:36])([F:35])[F:34])=[O:5]. The yield is 0.310.